This data is from Full USPTO retrosynthesis dataset with 1.9M reactions from patents (1976-2016). The task is: Predict the reactants needed to synthesize the given product. (1) Given the product [CH3:1][O:2][C:3]1[CH:4]=[C:5]2[C:9]([CH2:8][CH2:7][CH2:6]2)=[CH:10][C:11]=1[B:21]([OH:22])[OH:20], predict the reactants needed to synthesize it. The reactants are: [CH3:1][O:2][C:3]1[CH:4]=[C:5]2[C:9](=[CH:10][C:11]=1Br)[CH2:8][CH2:7][CH2:6]2.[Li]CCCC.C([O:20][B:21](OCC)[O:22]CC)C. (2) Given the product [OH:18][C:19]1[CH:24]=[CH:23][C:22]([C:2]2[CH:3]=[C:4]3[C:9](=[CH:10][CH:11]=2)[N:8]=[C:7]([C:12]([O:14][CH2:15][CH3:16])=[O:13])[C:6]([CH3:17])=[CH:5]3)=[CH:21][CH:20]=1, predict the reactants needed to synthesize it. The reactants are: Br[C:2]1[CH:3]=[C:4]2[C:9](=[CH:10][CH:11]=1)[N:8]=[C:7]([C:12]([O:14][CH2:15][CH3:16])=[O:13])[C:6]([CH3:17])=[CH:5]2.[OH:18][C:19]1[CH:24]=[CH:23][C:22](B(O)O)=[CH:21][CH:20]=1.C1(P(C2C=CC=CC=2)C2C=CC=CC=2)C=CC=CC=1.P([O-])([O-])([O-])=O.[K+].[K+].[K+]. (3) Given the product [ClH:27].[F:1][C:2]([F:17])([F:18])[CH2:3][CH2:4][C@@H:5]([NH:8][C@@H:9]([C:11]1[CH:12]=[CH:13][CH:14]=[CH:15][CH:16]=1)[CH3:10])[C:6]([NH2:7])=[O:19], predict the reactants needed to synthesize it. The reactants are: [F:1][C:2]([F:18])([F:17])[CH2:3][CH2:4][CH:5]([NH:8][CH:9]([C:11]1[CH:16]=[CH:15][CH:14]=[CH:13][CH:12]=1)[CH3:10])[C:6]#[N:7].[OH:19]S(O)(=O)=O.[NH4+].[OH-].C(Cl)[Cl:27].